This data is from Forward reaction prediction with 1.9M reactions from USPTO patents (1976-2016). The task is: Predict the product of the given reaction. (1) Given the reactants [H-].[Na+].[CH2:3]([O:10][C:11]1[CH:16]=[CH:15][C:14]([OH:17])=[CH:13][CH:12]=1)[C:4]1[CH:9]=[CH:8][CH:7]=[CH:6][CH:5]=1.[C:18]([O:22][C:23]([N:25]1[CH2:29][CH2:28][CH2:27][C@H:26]1[CH2:30]OS(C1C=CC(C)=CC=1)(=O)=O)=[O:24])([CH3:21])([CH3:20])[CH3:19], predict the reaction product. The product is: [C:18]([O:22][C:23]([N:25]1[CH2:29][CH2:28][CH2:27][C@H:26]1[CH2:30][O:17][C:14]1[CH:13]=[CH:12][C:11]([O:10][CH2:3][C:4]2[CH:5]=[CH:6][CH:7]=[CH:8][CH:9]=2)=[CH:16][CH:15]=1)=[O:24])([CH3:21])([CH3:19])[CH3:20]. (2) Given the reactants COC1C=C(C(C2C=CC(OC)=C(OC)C=2)=CC(OC)=O)C=CC=1OC.[CH3:27][O:28][C:29]1[CH:30]=[C:31]([CH:43]=[CH:44][C:45]=1[O:46][CH3:47])[C:32]([C:34]1[CH:39]=[CH:38][C:37]([N+:40]([O-:42])=[O:41])=[CH:36][CH:35]=1)=O.C(OP([CH2:56][C:57]#[N:58])(=O)OCC)C.C[Si](C)(C)[N-][Si](C)(C)C.[Li+], predict the reaction product. The product is: [CH3:27][O:28][C:29]1[CH:30]=[C:31]([C:32]([C:34]2[CH:39]=[CH:38][C:37]([N+:40]([O-:42])=[O:41])=[CH:36][CH:35]=2)=[CH:56][C:57]#[N:58])[CH:43]=[CH:44][C:45]=1[O:46][CH3:47]. (3) Given the reactants [I-:1].[Na+].[C:3]([O:7][C:8](=[O:17])[C:9]1[CH:14]=[CH:13][C:12]([CH2:15]Cl)=[CH:11][CH:10]=1)([CH3:6])([CH3:5])[CH3:4], predict the reaction product. The product is: [C:3]([O:7][C:8](=[O:17])[C:9]1[CH:14]=[CH:13][C:12]([CH2:15][I:1])=[CH:11][CH:10]=1)([CH3:6])([CH3:5])[CH3:4]. (4) The product is: [CH2:12]([C:8]1[NH:9][C:10](=[O:11])[C:5]([C:3]2[N:31]=[C:30]([CH2:29][S:26]([C:20]3[CH:25]=[CH:24][CH:23]=[CH:22][CH:21]=3)(=[O:28])=[O:27])[S:32][CH:2]=2)=[CH:6][C:7]=1[C:15]([O:17][CH2:18][CH3:19])=[O:16])[CH2:13][CH3:14]. Given the reactants Br[CH2:2][C:3]([C:5]1[C:10](=[O:11])[NH:9][C:8]([CH2:12][CH2:13][CH3:14])=[C:7]([C:15]([O:17][CH2:18][CH3:19])=[O:16])[CH:6]=1)=O.[C:20]1([S:26]([CH2:29][C:30](=[S:32])[NH2:31])(=[O:28])=[O:27])[CH:25]=[CH:24][CH:23]=[CH:22][CH:21]=1, predict the reaction product.